Dataset: Catalyst prediction with 721,799 reactions and 888 catalyst types from USPTO. Task: Predict which catalyst facilitates the given reaction. (1) Reactant: [I-].C[S+](C)C.[Li][CH2:7]CCC.[CH2:11]([C@H:19]1[CH2:21][O:20]1)[CH2:12][C:13]1[CH:18]=[CH:17][CH:16]=[CH:15][CH:14]=1.O. The catalyst class is: 1. Product: [C:13]1([CH2:12][CH2:11][C@H:19]([OH:20])[CH:21]=[CH2:7])[CH:18]=[CH:17][CH:16]=[CH:15][CH:14]=1. (2) Reactant: [N:1]([CH:4]1[CH2:9][N:8]([CH3:10])[C:7](=[O:11])[N:6]([CH3:12])[CH2:5]1)=[N+]=[N-]. Product: [NH2:1][CH:4]1[CH2:9][N:8]([CH3:10])[C:7](=[O:11])[N:6]([CH3:12])[CH2:5]1. The catalyst class is: 50.